The task is: Predict the reactants needed to synthesize the given product.. This data is from Full USPTO retrosynthesis dataset with 1.9M reactions from patents (1976-2016). (1) Given the product [CH3:18][O:17][C:7]1[C:6]([NH:5][C:3](=[O:4])[C@@H:2]([NH:1][CH2:43][C:27]2[S:50][CH:31]=[N:30][CH:28]=2)[CH2:19][C:20]2[CH:25]=[CH:24][CH:23]=[CH:22][CH:21]=2)=[CH:11][C:10]([C:12]2[CH:13]=[N:14][NH:15][CH:16]=2)=[CH:9][N:8]=1, predict the reactants needed to synthesize it. The reactants are: [NH2:1][C@@H:2]([CH2:19][C:20]1[CH:25]=[CH:24][CH:23]=[CH:22][CH:21]=1)[C:3]([NH:5][C:6]1[C:7]([O:17][CH3:18])=[N:8][CH:9]=[C:10]([C:12]2[CH:13]=[N:14][NH:15][CH:16]=2)[CH:11]=1)=[O:4].N[C@@H:27]([CH2:43]C1C=CC=CC=1)[C:28]([NH:30][C:31]1C(=O)NC=C(C2C=NNC=2)C=1)=O.[S:50]1C=C(C=O)N=C1.C(O[BH-](OC(=O)C)OC(=O)C)(=O)C.[Na+].C(O)(=O)C. (2) Given the product [Br:1][C:2]1[S:12][C:5]2=[N:6][C:7]([CH3:11])=[CH:8][C:9]([NH:10][S:37]([C:33]3[CH:34]=[CH:35][CH:36]=[C:31]([Cl:30])[CH:32]=3)(=[O:39])=[O:38])=[C:4]2[C:3]=1[C:13]1[CH:18]=[CH:17][CH:16]=[C:15]([CH3:19])[CH:14]=1, predict the reactants needed to synthesize it. The reactants are: [Br:1][C:2]1[S:12][C:5]2[N:6]=[C:7]([CH3:11])[CH:8]=[C:9]([NH2:10])[C:4]=2[C:3]=1[C:13]1[CH:18]=[CH:17][CH:16]=[C:15]([CH3:19])[CH:14]=1.[Li+].C[Si]([N-][Si](C)(C)C)(C)C.[Cl:30][C:31]1[CH:32]=[C:33]([S:37](Cl)(=[O:39])=[O:38])[CH:34]=[CH:35][CH:36]=1. (3) Given the product [C:1]([C:5]1[O:9][N:8]=[C:7]([C:10]2[CH:15]=[C:14]([O:30][C:27]3[CH:26]=[CH:25][C:24]([S:21]([CH3:20])(=[O:23])=[O:22])=[CH:29][CH:28]=3)[C:13]([CH:17]3[CH2:19][CH2:18]3)=[CH:12][N:11]=2)[N:6]=1)([CH3:4])([CH3:3])[CH3:2], predict the reactants needed to synthesize it. The reactants are: [C:1]([C:5]1[O:9][N:8]=[C:7]([C:10]2[CH:15]=[C:14](Cl)[C:13]([CH:17]3[CH2:19][CH2:18]3)=[CH:12][N:11]=2)[N:6]=1)([CH3:4])([CH3:3])[CH3:2].[CH3:20][S:21]([C:24]1[CH:29]=[CH:28][C:27]([OH:30])=[CH:26][CH:25]=1)(=[O:23])=[O:22]. (4) Given the product [CH3:33][N:2]([CH3:1])[CH2:3][CH2:4][O:5][C:6]1[CH:11]=[CH:10][C:9]([CH2:12][CH2:13][CH2:14][NH:15][C:22]2[CH:27]=[C:26]([CH3:28])[C:25]([CH3:29])=[CH:24][C:23]=2[N+:30]([O-:32])=[O:31])=[CH:8][CH:7]=1, predict the reactants needed to synthesize it. The reactants are: [CH3:1][N:2]([CH3:33])[CH2:3][CH2:4][O:5][C:6]1[CH:11]=[CH:10][C:9]([CH2:12][CH2:13][CH2:14][N:15]([C:22]2[CH:27]=[C:26]([CH3:28])[C:25]([CH3:29])=[CH:24][C:23]=2[N+:30]([O-:32])=[O:31])C(=O)C(F)(F)F)=[CH:8][CH:7]=1.C([O-])([O-])=O.[K+].[K+]. (5) The reactants are: [Br:1]N1C(=O)NC(=O)N(Br)C1=O.[CH:12]1([C:15]2[CH:24]=[CH:23][C:18]([C:19]([O:21][CH3:22])=[O:20])=[C:17]([O:25][CH2:26][CH3:27])[CH:16]=2)[CH2:14][CH2:13]1.S([O-])([O-])(=O)=S.[Na+].[Na+]. Given the product [Br:1][C:24]1[C:15]([CH:12]2[CH2:14][CH2:13]2)=[CH:16][C:17]([O:25][CH2:26][CH3:27])=[C:18]([CH:23]=1)[C:19]([O:21][CH3:22])=[O:20], predict the reactants needed to synthesize it.